From a dataset of Reaction yield outcomes from USPTO patents with 853,638 reactions. Predict the reaction yield, written as a fraction of the theoretical maximum amount of product (1.0 means a 100% yield; for example, 0.34 means a 34% yield). (1) The reactants are N[C:2]1[CH:7]=[CH:6][C:5]([C:8]2[O:12][C:11]([CH3:14])([CH3:13])[C:10](=[O:15])[C:9]=2[C:16]2[CH:21]=[CH:20][C:19]([O:22][CH2:23][C:24]3[CH:33]=[CH:32][C:31]4[C:26](=[CH:27][CH:28]=[CH:29][CH:30]=4)[N:25]=3)=[CH:18][CH:17]=2)=[CH:4][CH:3]=1.Cl.N([O-])=O.[Na+]. The catalyst is C(#N)C.O. The product is [CH3:13][C:11]1([CH3:14])[C:10](=[O:15])[C:9]([C:16]2[CH:17]=[CH:18][C:19]([O:22][CH2:23][C:24]3[CH:33]=[CH:32][C:31]4[C:26](=[CH:27][CH:28]=[CH:29][CH:30]=4)[N:25]=3)=[CH:20][CH:21]=2)=[C:8]([C:5]2[CH:6]=[CH:7][CH:2]=[CH:3][CH:4]=2)[O:12]1. The yield is 0.230. (2) The reactants are Br[C:2]1(Br)[C:4]2([CH2:8][C@@H:7]([C:9]([OH:11])=[O:10])[N:6]([C:12]([O:14][C:15]([CH3:18])([CH3:17])[CH3:16])=[O:13])[CH2:5]2)[CH2:3]1.C(N(CC)CC)C. The catalyst is O.C(#N)C. The product is [C:15]([O:14][C:12]([N:6]1[C@H:7]([C:9]([OH:11])=[O:10])[CH2:8][C:4]2([CH2:3][CH2:2]2)[CH2:5]1)=[O:13])([CH3:18])([CH3:16])[CH3:17]. The yield is 0.690.